The task is: Binary Classification. Given a T-cell receptor sequence (or CDR3 region) and an epitope sequence, predict whether binding occurs between them.. This data is from TCR-epitope binding with 47,182 pairs between 192 epitopes and 23,139 TCRs. (1) The epitope is MPASWVMRI. The TCR CDR3 sequence is CASSPLAGASSSYNEQFF. Result: 1 (the TCR binds to the epitope). (2) The epitope is FPRPWLHGL. The TCR CDR3 sequence is CASSLYGGPEQPQHF. Result: 1 (the TCR binds to the epitope).